Task: Regression. Given a peptide amino acid sequence and an MHC pseudo amino acid sequence, predict their binding affinity value. This is MHC class I binding data.. Dataset: Peptide-MHC class I binding affinity with 185,985 pairs from IEDB/IMGT The peptide sequence is TTDDLVKSY. The MHC is HLA-A68:01 with pseudo-sequence HLA-A68:01. The binding affinity (normalized) is 0.131.